From a dataset of Full USPTO retrosynthesis dataset with 1.9M reactions from patents (1976-2016). Predict the reactants needed to synthesize the given product. (1) Given the product [CH2:1]([O:3][C:4]([C:6]1([S:20]([C:23]2[CH:28]=[CH:27][C:26]([O:29][CH3:30])=[CH:25][CH:24]=2)(=[O:22])=[O:21])[CH2:11][CH2:10][N:9]([CH2:12][C:13]2[CH:18]=[CH:17][C:16]([C:36]3[S:37][CH:38]=[CH:39][CH:40]=3)=[CH:15][CH:14]=2)[CH2:8][CH2:7]1)=[O:5])[CH3:2], predict the reactants needed to synthesize it. The reactants are: [CH2:1]([O:3][C:4]([C:6]1([S:20]([C:23]2[CH:28]=[CH:27][C:26]([O:29][CH3:30])=[CH:25][CH:24]=2)(=[O:22])=[O:21])[CH2:11][CH2:10][N:9]([CH2:12][C:13]2[CH:18]=[CH:17][C:16](Br)=[CH:15][CH:14]=2)[CH2:8][CH2:7]1)=[O:5])[CH3:2].C([Sn](CCCC)(CCCC)[C:36]1[S:37][CH:38]=[CH:39][CH:40]=1)CCC. (2) Given the product [CH2:15]([C:12]1[CH:13]=[CH:14][C:9]([C:8]([C:3]2[CH:4]=[N:5][CH:6]=[CH:7][C:2]=2[OH:20])=[O:17])=[CH:10][CH:11]=1)[CH3:16], predict the reactants needed to synthesize it. The reactants are: Cl[C:2]1[CH:7]=[CH:6][N:5]=[CH:4][C:3]=1[C:8](=[O:17])[C:9]1[CH:14]=[CH:13][C:12]([CH2:15][CH3:16])=[CH:11][CH:10]=1.Cl.C([O-])([O-])=[O:20].[Na+].[Na+].